This data is from Full USPTO retrosynthesis dataset with 1.9M reactions from patents (1976-2016). The task is: Predict the reactants needed to synthesize the given product. (1) Given the product [N+:1]([C:4]1[CH:13]=[C:12]([CH2:14][S:15][C:16]2[N:25]([CH2:26][CH:27]=[CH2:28])[C:24](=[O:29])[C:23]3[C:18](=[CH:19][C:20]([C:30]([NH:45][CH2:46][CH2:47][CH2:48][N:49]4[CH2:54][CH2:53][O:52][CH2:51][CH2:50]4)=[O:32])=[CH:21][CH:22]=3)[N:17]=2)[C:7]2[O:8][CH2:9][O:10][CH2:11][C:6]=2[CH:5]=1)([O-:3])=[O:2], predict the reactants needed to synthesize it. The reactants are: [N+:1]([C:4]1[CH:13]=[C:12]([CH2:14][S:15][C:16]2[N:25]([CH2:26][CH:27]=[CH2:28])[C:24](=[O:29])[C:23]3[C:18](=[CH:19][C:20]([C:30]([OH:32])=O)=[CH:21][CH:22]=3)[N:17]=2)[C:7]2[O:8][CH2:9][O:10][CH2:11][C:6]=2[CH:5]=1)([O-:3])=[O:2].C1N=CN(C(N2C=NC=C2)=O)C=1.[NH2:45][CH2:46][CH2:47][CH2:48][N:49]1[CH2:54][CH2:53][O:52][CH2:51][CH2:50]1.O. (2) Given the product [Cl:2][C:3]1[CH:4]=[C:5]2[C:9](=[CH:10][CH:11]=1)[NH:8][CH:7]=[C:6]2[CH2:12][CH2:13][NH:14][C:26](=[O:27])[C:24]1[CH:23]=[CH:22][CH:21]=[C:20]([CH2:19][C:18]2[CH:29]=[CH:30][CH:31]=[C:16]([F:15])[CH:17]=2)[N:25]=1, predict the reactants needed to synthesize it. The reactants are: Cl.[Cl:2][C:3]1[CH:4]=[C:5]2[C:9](=[CH:10][CH:11]=1)[NH:8][CH:7]=[C:6]2[CH2:12][CH2:13][NH2:14].[F:15][C:16]1[CH:17]=[C:18]([CH:29]=[CH:30][CH:31]=1)[CH2:19][C:20]1[N:25]=[C:24]([C:26](O)=[O:27])[CH:23]=[CH:22][CH:21]=1.CN(C(ON1N=NC2C=CC=NC1=2)=[N+](C)C)C.F[P-](F)(F)(F)(F)F.C(N(CC)C(C)C)(C)C. (3) Given the product [C:3]([NH:8][C@H:9]([C:20]([OH:22])=[O:21])[CH2:10][C:11]1[C:19]2[C:14](=[CH:15][CH:16]=[CH:17][CH:18]=2)[NH:13][CH:12]=1)(=[O:7])/[CH:4]=[CH:5]/[CH3:6], predict the reactants needed to synthesize it. The reactants are: CO.[C:3]([NH:8][C@H:9]([C:20]([O:22]C)=[O:21])[CH2:10][C:11]1[C:19]2[C:14](=[CH:15][CH:16]=[CH:17][CH:18]=2)[NH:13][CH:12]=1)(=[O:7])/[CH:4]=[CH:5]/[CH3:6].[OH-].[Na+]. (4) Given the product [S:16]1[C:17]2[CH:23]=[CH:22][CH:21]=[CH:20][C:18]=2[N:19]=[C:15]1[CH2:14][N:1]1[C:6]2[N:7]=[CH:8][CH:9]=[CH:10][C:5]=2[C:4](=[O:11])[O:3][C:2]1=[O:12], predict the reactants needed to synthesize it. The reactants are: [NH:1]1[C:6]2[N:7]=[CH:8][CH:9]=[CH:10][C:5]=2[C:4](=[O:11])[O:3][C:2]1=[O:12].Cl[CH2:14][C:15]1[S:16][C:17]2[CH:23]=[CH:22][CH:21]=[CH:20][C:18]=2[N:19]=1.CCN(P1(N(C)CCCN1C)=NC(C)(C)C)CC. (5) Given the product [Br:1][C:2]1[CH:3]=[C:4]([C:5]([O:7][CH3:8])=[O:6])[CH:9]=[C:10]2[C:11]=1[CH:12]=[CH:13][C:14](=[O:15])[N:16]2[C:17]1[C:22]([Cl:23])=[CH:21][CH:20]=[CH:19][C:18]=1[Cl:24], predict the reactants needed to synthesize it. The reactants are: [Br:1][C:2]1[CH:3]=[C:4]([CH:9]=[C:10](Br)[C:11]=1/[CH:12]=[CH:13]\[C:14]([NH:16][C:17]1[C:22]([Cl:23])=[CH:21][CH:20]=[CH:19][C:18]=1[Cl:24])=[O:15])[C:5]([O:7][CH3:8])=[O:6]. (6) Given the product [NH2:8][C:9]1[C:18]2[C:13](=[C:14]([NH:5][CH2:4][CH2:3][O:2][CH3:1])[C:15]([N:19]3[C:27]4[CH2:26][C:25]([CH3:28])([CH3:29])[CH2:24][C:23](=[O:30])[C:22]=4[C:21]([CH3:31])=[CH:20]3)=[CH:16][CH:17]=2)[N:12]=[CH:11][N:10]=1, predict the reactants needed to synthesize it. The reactants are: [CH3:1][O:2][CH2:3][CH2:4][NH2:5].[H-].[Na+].[NH2:8][C:9]1[C:18]2[C:13](=[C:14](F)[C:15]([N:19]3[C:27]4[CH2:26][C:25]([CH3:29])([CH3:28])[CH2:24][C:23](=[O:30])[C:22]=4[C:21]([CH3:31])=[CH:20]3)=[CH:16][CH:17]=2)[N:12]=[CH:11][N:10]=1. (7) Given the product [CH3:17][N:15]([CH3:16])[CH2:14][C@H:2]([NH:1][S:28]([C:26]1[S:27][C:23]([C:20]2[CH:21]=[CH:22][O:18][N:19]=2)=[CH:24][CH:25]=1)(=[O:29])=[O:30])[CH2:3][C:4]([O:6][CH2:7][C:8]1[CH:13]=[CH:12][CH:11]=[CH:10][CH:9]=1)=[O:5], predict the reactants needed to synthesize it. The reactants are: [NH2:1][C@@H:2]([CH2:14][N:15]([CH3:17])[CH3:16])[CH2:3][C:4]([O:6][CH2:7][C:8]1[CH:13]=[CH:12][CH:11]=[CH:10][CH:9]=1)=[O:5].[O:18]1[CH:22]=[CH:21][C:20]([C:23]2[S:27][C:26]([S:28](Cl)(=[O:30])=[O:29])=[CH:25][CH:24]=2)=[N:19]1. (8) Given the product [CH2:16]([O:18][C:19](=[O:20])[CH2:21][CH2:22][C:23]1[CH:28]=[CH:27][C:26]([C:2]2[CH:7]=[CH:6][C:5]([C:8]3[O:12][N:11]=[C:10]([CH3:13])[C:9]=3[CH:14]=[O:15])=[CH:4][CH:3]=2)=[CH:25][CH:24]=1)[CH3:17], predict the reactants needed to synthesize it. The reactants are: Br[C:2]1[CH:7]=[CH:6][C:5]([C:8]2[O:12][N:11]=[C:10]([CH3:13])[C:9]=2[CH:14]=[O:15])=[CH:4][CH:3]=1.[CH2:16]([O:18][C:19]([CH2:21][CH2:22][C:23]1[CH:28]=[CH:27][C:26](B(O)O)=[CH:25][CH:24]=1)=[O:20])[CH3:17]. (9) Given the product [F:7][C:2]([P:8]([C:12]([F:17])([F:18])[C:13]([F:16])([F:15])[F:14])(=[O:9])[O-:11])([F:1])[C:3]([F:6])([F:5])[F:4].[CH3:2][S+:25]([C:19]1[CH:20]=[CH:21][CH:22]=[CH:23][CH:24]=1)[C:26]1[CH:27]=[CH:28][CH:29]=[CH:30][CH:31]=1, predict the reactants needed to synthesize it. The reactants are: [F:1][C:2]([P:8]([C:12]([F:18])([F:17])[C:13]([F:16])([F:15])[F:14])(=[O:11])[O:9]C)([F:7])[C:3]([F:6])([F:5])[F:4].[C:19]1([S:25][C:26]2[CH:31]=[CH:30][CH:29]=[CH:28][CH:27]=2)[CH:24]=[CH:23][CH:22]=[CH:21][CH:20]=1. (10) Given the product [N:40]1([C:31](=[O:33])[CH2:30][C:24]2([CH2:23][CH2:22][N:19]3[CH2:20][CH2:21][CH:16]([N:8]([C:5]4[CH:4]=[CH:3][C:2]([CH3:1])=[CH:7][N:6]=4)[C:9]([C:11]4[O:12][CH:13]=[CH:14][CH:15]=4)=[O:10])[CH2:17][CH2:18]3)[CH2:25][CH2:26][CH2:27][CH2:28][CH2:29]2)[CH2:45][CH2:44][O:43][CH2:42][CH2:41]1, predict the reactants needed to synthesize it. The reactants are: [CH3:1][C:2]1[CH:3]=[CH:4][C:5]([N:8]([CH:16]2[CH2:21][CH2:20][N:19]([CH2:22][CH2:23][C:24]3([CH2:30][C:31]([OH:33])=O)[CH2:29][CH2:28][CH2:27][CH2:26][CH2:25]3)[CH2:18][CH2:17]2)[C:9]([C:11]2[O:12][CH:13]=[CH:14][CH:15]=2)=[O:10])=[N:6][CH:7]=1.C(Cl)(=O)C(Cl)=O.[NH:40]1[CH2:45][CH2:44][O:43][CH2:42][CH2:41]1.